This data is from Full USPTO retrosynthesis dataset with 1.9M reactions from patents (1976-2016). The task is: Predict the reactants needed to synthesize the given product. Given the product [CH3:1][O:2][C:3]1[CH:4]=[CH:5][C:6]([C@@H:9]2[C@@H:14]([O:15][CH2:16][C:17]3[CH:18]=[CH:19][C:20]4[O:25][CH2:24][CH2:23][N:22]([CH2:26][CH2:27][CH2:28][O:29][CH3:30])[C:21]=4[CH:31]=3)[CH2:13][N:12]([S:32]([C:35]3[CH:40]=[CH:39][C:38]([CH3:41])=[CH:37][CH:36]=3)(=[O:33])=[O:34])[C@@H:11]([CH2:42][CH2:43][N:44]([CH3:50])[C:45](=[O:47])[CH3:46])[CH2:10]2)=[CH:7][CH:8]=1, predict the reactants needed to synthesize it. The reactants are: [CH3:1][O:2][C:3]1[CH:8]=[CH:7][C:6]([C@@H:9]2[C@@H:14]([O:15][CH2:16][C:17]3[CH:18]=[CH:19][C:20]4[O:25][CH2:24][CH2:23][N:22]([CH2:26][CH2:27][CH2:28][O:29][CH3:30])[C:21]=4[CH:31]=3)[CH2:13][N:12]([S:32]([C:35]3[CH:40]=[CH:39][C:38]([CH3:41])=[CH:37][CH:36]=3)(=[O:34])=[O:33])[C@@H:11]([CH2:42][CH2:43][NH:44][C:45](=[O:47])[CH3:46])[CH2:10]2)=[CH:5][CH:4]=1.[H-].[Na+].[CH3:50]I.